Dataset: Forward reaction prediction with 1.9M reactions from USPTO patents (1976-2016). Task: Predict the product of the given reaction. (1) The product is: [Br:11][C:8]1[CH:9]=[C:4]([N+:1]([O-:3])=[O:2])[CH:5]=[CH:6][C:7]=1[OH:10]. Given the reactants [N+:1]([C:4]1[CH:9]=[CH:8][C:7]([OH:10])=[CH:6][CH:5]=1)([O-:3])=[O:2].[Br:11]N1C(=O)CCC1=O, predict the reaction product. (2) Given the reactants [CH3:1][C:2]1[CH:7]=[CH:6][C:5]([S:8]([O:11][CH2:12][C@@H:13]2[O:18][C:17]3[C:19]([CH2:26][CH:27]=[CH2:28])=[C:20]([N+:23]([O-:25])=[O:24])[CH:21]=[CH:22][C:16]=3[O:15][CH2:14]2)(=[O:10])=[O:9])=[CH:4][CH:3]=1.S(C1C=CC(C)=CC=1)([O-])(=O)=O, predict the reaction product. The product is: [CH3:1][C:2]1[CH:7]=[CH:6][C:5]([S:8]([O:11][CH2:12][CH:13]2[O:18][C:17]3[C:19]([CH:26]=[CH:27][CH3:28])=[C:20]([N+:23]([O-:25])=[O:24])[CH:21]=[CH:22][C:16]=3[O:15][CH2:14]2)(=[O:9])=[O:10])=[CH:4][CH:3]=1. (3) Given the reactants Br[C:2]1[C:3](=[O:28])[NH:4][C:5](=[O:27])[N:6]([CH2:8][CH2:9][CH2:10][N:11]2[CH2:16][C@H:15]3[C@:13]([C:17]4[CH:22]=[CH:21][C:20]([C:23]([F:26])([F:25])[F:24])=[CH:19][CH:18]=4)([CH2:14]3)[CH2:12]2)[N:7]=1.[F:29][C:30]1[C:35](B(O)O)=[CH:34][CH:33]=[CH:32][N:31]=1.C(=O)([O-])[O-].[Na+].[Na+].C1(C2C=CC=CC=2)C=CC=CC=1P(C1CCCCC1)C1CCCCC1, predict the reaction product. The product is: [F:29][C:30]1[C:35]([C:2]2[C:3](=[O:28])[NH:4][C:5](=[O:27])[N:6]([CH2:8][CH2:9][CH2:10][N:11]3[CH2:16][C@H:15]4[C@:13]([C:17]5[CH:22]=[CH:21][C:20]([C:23]([F:26])([F:25])[F:24])=[CH:19][CH:18]=5)([CH2:14]4)[CH2:12]3)[N:7]=2)=[CH:34][CH:33]=[CH:32][N:31]=1.